Dataset: Peptide-MHC class II binding affinity with 134,281 pairs from IEDB. Task: Regression. Given a peptide amino acid sequence and an MHC pseudo amino acid sequence, predict their binding affinity value. This is MHC class II binding data. The peptide sequence is LATVSDLSTKAACPTM. The MHC is DRB3_0101 with pseudo-sequence DRB3_0101. The binding affinity (normalized) is 0.